Dataset: Experimentally validated miRNA-target interactions with 360,000+ pairs, plus equal number of negative samples. Task: Binary Classification. Given a miRNA mature sequence and a target amino acid sequence, predict their likelihood of interaction. The miRNA is mmu-miR-3100-3p with sequence CUGUGACACACCCGCUCCCAG. The protein sequence of the target gene is MEPPRGPPVSGAEPSRAVGTVKVYLPNKQRTVVTVREGMSVYDSLDKALKVRGLNQDCCVVYRLIKGRKTVTAWDTAIAPLDGEELIVEVLEDVPLTMHNFVRKTFFSLAFCDFCLKFLFHGFRCQTCGYKFHQHCSSKVPTVCVDMSTNRRQFYHSIQDLSGGSRQQEAPSNLSVNELLTPQGPSPFTQQRDQEHFSFPAPANPPLQRIRSTSTPNVHMVSTTAPMDSSLMQFTAQSFSTDAAGRGGDGAPRGSPSPASVSSGRKSPHSKLPSEQRERKSLADEKKKVKNLGYRDSGYY.... Result: 0 (no interaction).